Dataset: Full USPTO retrosynthesis dataset with 1.9M reactions from patents (1976-2016). Task: Predict the reactants needed to synthesize the given product. (1) Given the product [CH:8]12[CH2:7][CH2:6][CH:5]([C:3](=[O:2])[NH:21][CH2:20]1)[C:14]1[C:9]2=[CH:10][CH:11]=[CH:12][CH:13]=1, predict the reactants needed to synthesize it. The reactants are: C[O:2][C:3]([CH:5]1[C:14]2[C:9](=[CH:10][CH:11]=[CH:12][CH:13]=2)[C:8]([C:20]#[N:21])(O[Si](C)(C)C)[CH2:7][CH2:6]1)=O.CC(C)([O-])C.[Na+]. (2) The reactants are: CO[C:3]([C@H:5]1[C@@H:10]([NH:11][CH2:12][C:13]2[CH:18]=[CH:17][C:16]([F:19])=[CH:15][CH:14]=2)[CH:9]2[CH2:20][CH2:21][CH:6]1[CH2:7][CH2:8]2)=[O:4].[CH3:22][S:23]([NH:26][C:27]1[CH:42]=[CH:41][C:30]2[NH:31][C:32]([CH2:37][C:38](O)=[O:39])=[N:33][S:34](=[O:36])(=[O:35])[C:29]=2[CH:28]=1)(=[O:25])=[O:24].CN1CCOCC1.Cl.CN(C)CCCN=C=NCC.[O-]CC.[Na+]. Given the product [F:19][C:16]1[CH:17]=[CH:18][C:13]([CH2:12][N:11]2[C:38](=[O:39])[C:37]([C:32]3[NH:31][C:30]4[CH:41]=[CH:42][C:27]([NH:26][S:23]([CH3:22])(=[O:25])=[O:24])=[CH:28][C:29]=4[S:34](=[O:36])(=[O:35])[N:33]=3)=[C:3]([OH:4])[C@H:5]3[C@@H:10]2[CH:9]2[CH2:8][CH2:7][CH:6]3[CH2:21][CH2:20]2)=[CH:14][CH:15]=1.[CH3:22][S:23]([NH2:26])(=[O:25])=[O:24], predict the reactants needed to synthesize it. (3) Given the product [O:1]=[C:2]1[C:8]2[CH:9]=[CH:10][CH:11]=[CH:12][C:7]=2[O:6][C:5]2[CH:13]=[CH:14][CH:15]=[CH:16][C:4]=2[N:3]1[CH2:17][C:18]1[CH:19]=[CH:20][C:21]([CH2:24][CH2:25][C:26]([O:28][CH2:29][CH3:30])=[O:27])=[CH:22][CH:23]=1, predict the reactants needed to synthesize it. The reactants are: [O:1]=[C:2]1[C:8]2[CH:9]=[CH:10][CH:11]=[CH:12][C:7]=2[O:6][C:5]2[CH:13]=[CH:14][CH:15]=[CH:16][C:4]=2[N:3]1[CH2:17][C:18]1[CH:23]=[CH:22][C:21](/[CH:24]=[CH:25]/[C:26]([O:28][CH2:29][CH3:30])=[O:27])=[CH:20][CH:19]=1.[H][H]. (4) Given the product [CH3:1][O:2][C:3](=[O:25])[CH2:4][C:5]1[CH:6]=[C:7]([C:13]2[CH:18]=[CH:17][C:16]([C:19]([F:21])([F:22])[F:20])=[CH:15][C:14]=2[CH2:23][NH:35][C@@H:28]2[C:29]3[C:34](=[CH:33][CH:32]=[CH:31][CH:30]=3)[CH2:26][C@@H:27]2[OH:36])[C:8]([O:11][CH3:12])=[CH:9][CH:10]=1, predict the reactants needed to synthesize it. The reactants are: [CH3:1][O:2][C:3](=[O:25])[CH2:4][C:5]1[CH:6]=[C:7]([C:13]2[CH:18]=[CH:17][C:16]([C:19]([F:22])([F:21])[F:20])=[CH:15][C:14]=2[CH:23]=O)[C:8]([O:11][CH3:12])=[CH:9][CH:10]=1.[CH2:26]1[C:34]2[C:29](=[CH:30][CH:31]=[CH:32][CH:33]=2)[C@@H:28]([NH2:35])[C@H:27]1[OH:36].C([BH3-])#N.[Na+]. (5) Given the product [OH:1][CH2:2][C:3]1([CH2:6][C:7]([O:9][CH2:20][CH3:21])=[O:8])[CH2:5][CH2:4]1, predict the reactants needed to synthesize it. The reactants are: [OH:1][CH2:2][C:3]1([CH2:6][C:7]([OH:9])=[O:8])[CH2:5][CH2:4]1.S(=O)(=O)(O)O.C(=O)(O)[O-].[Na+].[CH2:20](O)[CH3:21]. (6) The reactants are: BrN1C(=O)CCC1=O.[Cl:9][C:10]1[CH:11]=[C:12]([CH:20]([CH2:24][CH:25]2[CH2:29][CH2:28][CH2:27][CH2:26]2)[C:21]([OH:23])=O)[CH:13]=[CH:14][C:15]=1[S:16]([CH3:19])(=[O:18])=[O:17].[NH2:30][C:31]1[NH:32][C:33]2[CH:39]=[CH:38][CH:37]=[CH:36][C:34]=2[N:35]=1.N1C=CC=CC=1. Given the product [NH:32]1[C:33]2[CH:39]=[CH:38][CH:37]=[CH:36][C:34]=2[N:35]=[C:31]1[NH:30][C:21](=[O:23])[CH:20]([C:12]1[CH:13]=[CH:14][C:15]([S:16]([CH3:19])(=[O:17])=[O:18])=[C:10]([Cl:9])[CH:11]=1)[CH2:24][CH:25]1[CH2:29][CH2:28][CH2:27][CH2:26]1, predict the reactants needed to synthesize it. (7) Given the product [CH2:1]([O:8][C:9]1[CH:14]=[CH:13][C:12]([CH2:15][C:16]2[CH:26]=[C:25]([C:27]3[C:28]([NH2:33])=[N:29][CH:30]=[CH:31][CH:32]=3)[O:18][N:17]=2)=[CH:11][CH:10]=1)[C:2]1[CH:7]=[CH:6][CH:5]=[CH:4][CH:3]=1, predict the reactants needed to synthesize it. The reactants are: [CH2:1]([O:8][C:9]1[CH:14]=[CH:13][C:12]([CH2:15][C:16](Cl)=[N:17][OH:18])=[CH:11][CH:10]=1)[C:2]1[CH:7]=[CH:6][CH:5]=[CH:4][CH:3]=1.O1CCCC1.[C:25]([C:27]1[C:28]([NH2:33])=[N:29][CH:30]=[CH:31][CH:32]=1)#[CH:26].C(N(CC)CC)C.